Dataset: Experimentally validated miRNA-target interactions with 360,000+ pairs, plus equal number of negative samples. Task: Binary Classification. Given a miRNA mature sequence and a target amino acid sequence, predict their likelihood of interaction. (1) The miRNA is mmu-miR-466o-3p with sequence UACAUACAUGCACACAUAAGAC. The protein sequence of the target gene is MTSERSRIPCLSAAAAEGTGKKQQEGRAMATLDRKVPSPEAFLGKPWSSWIDAAKLHCSDNVDLEEAGKEGGKSREVMRLNKEDMHLFGHYPAHDDFYLVVCSACNQVVKPQVFQSHCERRHGSMCRPSPSPVSPASNPRTSLVQVKTKACLSGHHSASSTSKPFKTPKDNLLTSSSKQHTVFPAKGSRDKPCVPVPVVSLEKIPNLVKADGANVKMNSTTTTAVSASSTSSSAVSTPPLIKPVLMSKSVPPSPEKILNGKGILPTTIDKKHQNGTKNSNKPYRRLSEREFDPNKHCGVL.... Result: 0 (no interaction). (2) Result: 0 (no interaction). The miRNA is hsa-miR-4758-3p with sequence UGCCCCACCUGCUGACCACCCUC. The protein sequence of the target gene is MYQSLAMAANHGPPPGAYEAGGPGAFMHSAGAASSPVYVPTPRVPSSVLGLSYLQGGGSGAASGATSGGSSGAGPSGAGPGTQQGSPGWSQAGAEGAAYTPPPVSPRFSFPGTTGSLAAAAAAAAAREAAAYSSSGGAAGAGLAGREQYGRPGFAGSYSSPYPAYMADVGASWAAAAAASAGPFDSPVLHSLPGRANPARHPNLDMFDDFSEGRECVNCGAMSTPLWRRDGTGHYLCNACGLYHKMNGINRPLIKPQRRLSASRRVGLSCANCQTTTTTLWRRNAEGEPVCNACGLYMKL.... (3) The protein sequence of the target gene is MAGAAMAERGRVPPPAPAPSTEGLPRAFLQSLRTLFDILDDRRRGCVHLREIESRWQGTDARELPRGVLEGLRQVAPASGYLTFERFVAGLRTSLLSADGGPRDPTRAPARPGDQPPPPPQRLVFAPADEPRTVLERKPLPLGVRAPLAGPSAAARSPEQLCAPAEAAPCPAEPERSQSAALEPSSSADAGAVACRALEADSGDARRAPRARGERRRHTIASGVDCGLLKQMKELEQEKEVLLQGLEMMARGRDWYQQQLQRVQERQRRLGQSRASADFGAAGSPRPLGRLLPKVQEVAR.... Result: 1 (interaction). The miRNA is hsa-miR-324-3p with sequence CCCACUGCCCCAGGUGCUGCUGG. (4) The miRNA is hsa-miR-6732-3p with sequence UAACCCUGUCCUCUCCCUCCCAG. The protein sequence of the target gene is MFPQSRHPTPHQAAGQPFKFTIPESLDRIKEEFQFLQAQYHSLKLECEKLASEKTEMQRHYVMYYEMSYGLNIEMHKQTEIAKRLNTICAQVIPFLSQEHQQQVAQAVERAKQVTMAELNAIIGQQQLQAQHLSHGHGPPVPLTPHPSGLQPPGIPPLGGSAGLLALSSALSGQSHLAIKDDKKHHDAEHHRDREPGTSNSLLVPDSLRGTDKRRNGPEFSNDIKKRKVDDKDSSHYDSDGDKSDDNLVVDVSNEDPSSPRASPAHSPRENGIDKNRLLKKDASSSPASTASSASSTSLK.... Result: 0 (no interaction). (5) The miRNA is mmu-miR-298-5p with sequence GGCAGAGGAGGGCUGUUCUUCCC. The protein sequence of the target gene is MLRTRPRSPSADPAPCWSPQTPAPSPAKRRRLHQEPACPEPLAQPELEAPAEPTTSVVFLAAGSALQLPLDGVDLLLEPEPTSVLQVSLQGHTILLVPEGLQDSTHFGQPGFVAISPQGAAAQDGPQDHLVGLQEETFCEYFYQEDVCDEDADLEFLEHWASPPDDQANGNFSSIPGVPSPLSQDQVPGPSTGAEQYSPRFIWELDINMLGPFPGSPLQPLPPSPSRNPQEQLPPCPPCSPRAPRRARKRLVYE. Result: 1 (interaction). (6) The miRNA is hsa-miR-6786-3p with sequence UGACGCCCCUUCUGAUUCUGCCU. The protein sequence of the target gene is MTTMVNVDTLPEYEKSQIKRALELGTVMTVFNARKSTPERRTVQMIMETRQVAWSKTADKIEGFLDIMEIKEIRPGKNSKDFERAKAVRHKAECCFTILYGTQFVLSTLSLATDSKEDAVKWLSGLKILHQEAMSASTPTMIESWLRKQIYSVDQTRRNSISLRELKTILPLVNFKVSGIKFLKDKLVEIGAQKDELSFEQFHLFYKKLMFDQQKSILDEFKKDSSVFILGNTDRPDASAVYLQDFQRFLLHEQQELWAQDLNKVRERMTKFIDDTMRETAEPFLFVDEFLTYLFSRENS.... Result: 0 (no interaction).